Dataset: Full USPTO retrosynthesis dataset with 1.9M reactions from patents (1976-2016). Task: Predict the reactants needed to synthesize the given product. (1) The reactants are: [CH2:1]([C:3]1[CH:4]=[C:5]([CH:7]=[CH:8][CH:9]=1)N)[CH3:2].N([O-])=O.[Na+].[BrH:14]. Given the product [Br:14][C:5]1[CH:7]=[CH:8][CH:9]=[C:3]([CH2:1][CH3:2])[CH:4]=1, predict the reactants needed to synthesize it. (2) The reactants are: [N+:1]([C:4]1[CH:12]=[CH:11][CH:10]=[C:9]2[C:5]=1[CH:6]=[N:7][N:8]2[C:13]([O:15][C:16]([CH3:19])([CH3:18])[CH3:17])=[O:14])([O-])=O. Given the product [NH2:1][C:4]1[CH:12]=[CH:11][CH:10]=[C:9]2[C:5]=1[CH:6]=[N:7][N:8]2[C:13]([O:15][C:16]([CH3:19])([CH3:18])[CH3:17])=[O:14], predict the reactants needed to synthesize it. (3) Given the product [Cl:10][C:11]1[CH:12]=[CH:13][C:14]([C@@H:17]2[CH2:18][O:19][CH2:20][C@@H:21]3[C@H:23]([CH3:24])[O:25][C:1](=[O:5])[C:2](=[O:3])[N:22]23)=[CH:15][CH:16]=1, predict the reactants needed to synthesize it. The reactants are: [C:1](Cl)(=[O:5])[C:2](Cl)=[O:3].ClCCl.[Cl:10][C:11]1[CH:16]=[CH:15][C:14]([C@H:17]2[NH:22][C@@H:21]([C@@H:23]([OH:25])[CH3:24])[CH2:20][O:19][CH2:18]2)=[CH:13][CH:12]=1.N1C=CC=CC=1. (4) Given the product [CH:1]([O:4][C:5]([N:7]1[CH:12]([CH2:13][CH3:14])[CH2:11][CH:10]([N:15]([CH2:23][C:24]2[CH:29]=[C:28]([C:30]([F:31])([F:33])[F:32])[CH:27]=[C:26]([Cl:34])[CH:25]=2)[C:16]2[O:17][CH:18]=[C:19]([CH3:21])[N:20]=2)[CH2:9][CH:8]1[CH2:35][CH3:36])=[O:6])([CH3:3])[CH3:2], predict the reactants needed to synthesize it. The reactants are: [CH:1]([O:4][C:5]([N:7]1[CH:12]([CH2:13][CH3:14])[CH2:11][CH:10]([N:15]([CH2:23][C:24]2[CH:29]=[C:28]([C:30]([F:33])([F:32])[F:31])[CH:27]=[C:26]([Cl:34])[CH:25]=2)[C:16]2[O:17][CH:18]=[C:19]([CH2:21]O)[N:20]=2)[CH2:9][CH:8]1[CH2:35][CH3:36])=[O:6])([CH3:3])[CH3:2].[I-].[Na+].C[Si](Cl)(C)C.S([O-])([O-])(=O)=S.[Na+].[Na+]. (5) Given the product [F:1][C:2]1[CH:10]=[C:9]2[C:5]([C:6]([CH:17]3[CH2:18][CH2:19][N:20]([CH2:34][CH2:33][O:32][C:27]4[CH:28]=[CH:29][CH:30]=[CH:31][C:26]=4[C:25]([OH:36])=[O:24])[CH2:21][CH2:22]3)=[CH:7][N:8]2[CH2:11][C:12]2[O:13][CH:14]=[CH:15][CH:16]=2)=[CH:4][CH:3]=1, predict the reactants needed to synthesize it. The reactants are: [F:1][C:2]1[CH:10]=[C:9]2[C:5]([C:6]([CH:17]3[CH2:22][CH2:21][NH:20][CH2:19][CH2:18]3)=[CH:7][N:8]2[CH2:11][C:12]2[O:13][CH:14]=[CH:15][CH:16]=2)=[CH:4][CH:3]=1.C[O:24][C:25](=[O:36])[C:26]1[CH:31]=[CH:30][CH:29]=[CH:28][C:27]=1[O:32][CH2:33][CH2:34]Cl. (6) The reactants are: [CH:1]([C:4]1[C:5]([O:33]CC=C)=[CH:6][C:7]([O:29]CC=C)=[C:8]([C:10]2[N:11]([C:16]3[CH:21]=[CH:20][C:19]([CH2:22][N:23]4[CH2:28][CH2:27][O:26][CH2:25][CH2:24]4)=[CH:18][CH:17]=3)[C:12]([OH:15])=[N:13][N:14]=2)[CH:9]=1)([CH3:3])[CH3:2].C(=O)([O-])[O-].[K+].[K+]. Given the product [OH:15][C:12]1[N:11]([C:16]2[CH:17]=[CH:18][C:19]([CH2:22][N:23]3[CH2:24][CH2:25][O:26][CH2:27][CH2:28]3)=[CH:20][CH:21]=2)[C:10]([C:8]2[CH:9]=[C:4]([CH:1]([CH3:3])[CH3:2])[C:5]([OH:33])=[CH:6][C:7]=2[OH:29])=[N:14][N:13]=1, predict the reactants needed to synthesize it. (7) Given the product [Cl:1][C:2]1[C:7]([F:8])=[C:6]([Cl:9])[CH:5]=[CH:4][C:3]=1[C:10]([N:12]1[CH2:17][CH2:16][N:15]2[C:38]([C:34]3[N:33]=[C:32]([CH3:31])[CH:37]=[CH:36][N:35]=3)=[N:39][N:40]=[C:14]2[CH2:13]1)=[O:11], predict the reactants needed to synthesize it. The reactants are: [Cl:1][C:2]1[C:7]([F:8])=[C:6]([Cl:9])[CH:5]=[CH:4][C:3]=1[C:10]([N:12]1[CH2:17][CH2:16][NH:15][C:14](=O)[CH2:13]1)=[O:11].F[B-](F)(F)F.C([O+](CC)CC)C.[CH3:31][C:32]1[CH:37]=[CH:36][N:35]=[C:34]([C:38](=N)[NH:39][NH2:40])[N:33]=1.